From a dataset of NCI-60 drug combinations with 297,098 pairs across 59 cell lines. Regression. Given two drug SMILES strings and cell line genomic features, predict the synergy score measuring deviation from expected non-interaction effect. (1) Drug 1: CNC(=O)C1=CC=CC=C1SC2=CC3=C(C=C2)C(=NN3)C=CC4=CC=CC=N4. Drug 2: C1CCC(CC1)NC(=O)N(CCCl)N=O. Cell line: M14. Synergy scores: CSS=10.00, Synergy_ZIP=4.97, Synergy_Bliss=7.17, Synergy_Loewe=2.69, Synergy_HSA=2.92. (2) Drug 1: CNC(=O)C1=NC=CC(=C1)OC2=CC=C(C=C2)NC(=O)NC3=CC(=C(C=C3)Cl)C(F)(F)F. Drug 2: C1C(C(OC1N2C=NC3=C2NC=NCC3O)CO)O. Cell line: SK-OV-3. Synergy scores: CSS=5.38, Synergy_ZIP=4.92, Synergy_Bliss=13.8, Synergy_Loewe=6.10, Synergy_HSA=6.08. (3) Synergy scores: CSS=11.0, Synergy_ZIP=-0.928, Synergy_Bliss=1.75, Synergy_Loewe=-18.3, Synergy_HSA=0.362. Drug 2: C1=NC(=NC(=O)N1C2C(C(C(O2)CO)O)O)N. Drug 1: CCCS(=O)(=O)NC1=C(C(=C(C=C1)F)C(=O)C2=CNC3=C2C=C(C=N3)C4=CC=C(C=C4)Cl)F. Cell line: PC-3. (4) Drug 1: C1=CC(=CC=C1CCC2=CNC3=C2C(=O)NC(=N3)N)C(=O)NC(CCC(=O)O)C(=O)O. Drug 2: C1CN(CCN1C(=O)CCBr)C(=O)CCBr. Cell line: SK-MEL-28. Synergy scores: CSS=14.8, Synergy_ZIP=-2.09, Synergy_Bliss=1.23, Synergy_Loewe=2.10, Synergy_HSA=2.14.